This data is from NCI-60 drug combinations with 297,098 pairs across 59 cell lines. The task is: Regression. Given two drug SMILES strings and cell line genomic features, predict the synergy score measuring deviation from expected non-interaction effect. (1) Drug 1: C1=CC(=C2C(=C1NCCNCCO)C(=O)C3=C(C=CC(=C3C2=O)O)O)NCCNCCO. Drug 2: CC12CCC3C(C1CCC2O)C(CC4=C3C=CC(=C4)O)CCCCCCCCCS(=O)CCCC(C(F)(F)F)(F)F. Cell line: HCC-2998. Synergy scores: CSS=30.6, Synergy_ZIP=4.80, Synergy_Bliss=7.17, Synergy_Loewe=-13.1, Synergy_HSA=5.34. (2) Drug 1: C1=NC(=NC(=O)N1C2C(C(C(O2)CO)O)O)N. Drug 2: COC1=C2C(=CC3=C1OC=C3)C=CC(=O)O2. Cell line: RXF 393. Synergy scores: CSS=8.14, Synergy_ZIP=1.75, Synergy_Bliss=1.78, Synergy_Loewe=-5.32, Synergy_HSA=0.000923. (3) Drug 1: C1=CC(=CC=C1CCCC(=O)O)N(CCCl)CCCl. Drug 2: CCC1(C2=C(COC1=O)C(=O)N3CC4=CC5=C(C=CC(=C5CN(C)C)O)N=C4C3=C2)O.Cl. Cell line: EKVX. Synergy scores: CSS=2.92, Synergy_ZIP=-5.05, Synergy_Bliss=-6.80, Synergy_Loewe=-5.79, Synergy_HSA=-5.71. (4) Drug 2: CC1=C(C(=CC=C1)Cl)NC(=O)C2=CN=C(S2)NC3=CC(=NC(=N3)C)N4CCN(CC4)CCO. Cell line: SNB-75. Synergy scores: CSS=39.1, Synergy_ZIP=3.30, Synergy_Bliss=11.4, Synergy_Loewe=10.5, Synergy_HSA=11.7. Drug 1: CC1C(C(CC(O1)OC2CC(CC3=C2C(=C4C(=C3O)C(=O)C5=C(C4=O)C(=CC=C5)OC)O)(C(=O)C)O)N)O.Cl. (5) Drug 1: C1=CC(=C2C(=C1NCCNCCO)C(=O)C3=C(C=CC(=C3C2=O)O)O)NCCNCCO. Drug 2: CCC(=C(C1=CC=CC=C1)C2=CC=C(C=C2)OCCN(C)C)C3=CC=CC=C3.C(C(=O)O)C(CC(=O)O)(C(=O)O)O. Cell line: MDA-MB-435. Synergy scores: CSS=31.8, Synergy_ZIP=7.11, Synergy_Bliss=8.91, Synergy_Loewe=-1.84, Synergy_HSA=6.40. (6) Drug 1: C1=CC(=C2C(=C1NCCNCCO)C(=O)C3=C(C=CC(=C3C2=O)O)O)NCCNCCO. Drug 2: C1C(C(OC1N2C=C(C(=O)NC2=O)F)CO)O. Cell line: BT-549. Synergy scores: CSS=47.6, Synergy_ZIP=-5.07, Synergy_Bliss=-4.24, Synergy_Loewe=4.33, Synergy_HSA=4.90. (7) Drug 1: COC1=CC(=CC(=C1O)OC)C2C3C(COC3=O)C(C4=CC5=C(C=C24)OCO5)OC6C(C(C7C(O6)COC(O7)C8=CC=CS8)O)O. Drug 2: C1=NC(=NC(=O)N1C2C(C(C(O2)CO)O)O)N. Cell line: NCI-H322M. Synergy scores: CSS=14.7, Synergy_ZIP=0.269, Synergy_Bliss=3.24, Synergy_Loewe=2.82, Synergy_HSA=4.33. (8) Drug 1: C1=C(C(=O)NC(=O)N1)F. Cell line: RPMI-8226. Drug 2: CS(=O)(=O)OCCCCOS(=O)(=O)C. Synergy scores: CSS=68.4, Synergy_ZIP=-11.0, Synergy_Bliss=-23.6, Synergy_Loewe=-31.4, Synergy_HSA=-23.0. (9) Drug 1: C1CCN(CC1)CCOC2=CC=C(C=C2)C(=O)C3=C(SC4=C3C=CC(=C4)O)C5=CC=C(C=C5)O. Drug 2: C1=NNC2=C1C(=O)NC=N2. Cell line: NCI-H322M. Synergy scores: CSS=2.88, Synergy_ZIP=3.68, Synergy_Bliss=6.02, Synergy_Loewe=4.60, Synergy_HSA=4.47.